This data is from NCI-60 drug combinations with 297,098 pairs across 59 cell lines. The task is: Regression. Given two drug SMILES strings and cell line genomic features, predict the synergy score measuring deviation from expected non-interaction effect. Drug 1: CC1=C(C=C(C=C1)NC(=O)C2=CC=C(C=C2)CN3CCN(CC3)C)NC4=NC=CC(=N4)C5=CN=CC=C5. Drug 2: C1=CC=C(C(=C1)C(C2=CC=C(C=C2)Cl)C(Cl)Cl)Cl. Cell line: SK-MEL-28. Synergy scores: CSS=-3.73, Synergy_ZIP=10.0, Synergy_Bliss=4.61, Synergy_Loewe=0.287, Synergy_HSA=-1.05.